The task is: Binary Classification. Given a miRNA mature sequence and a target amino acid sequence, predict their likelihood of interaction.. This data is from Experimentally validated miRNA-target interactions with 360,000+ pairs, plus equal number of negative samples. (1) The miRNA is hsa-miR-380-5p with sequence UGGUUGACCAUAGAACAUGCGC. The protein sequence of the target gene is MGEKVSEAPEPVPRGCSGHGSRTPASALVAASSPGASSAESSSGSETLSEEGEPGGFSREHQPPPPPPLGGTLGARAPAAWAPASVLLERGVLALPPPLPGGAVPPAPRGSSASQEEQDEELDHILSPPPMPFRKCSNPDVASGPGKSLKYKRQLSEDGRQLRRGSLGGALTGRYLLPNPVAGQAWPASAETSNLVRMRSQALGQSAPSLTASLKELSLPRRGSFCRTSNRKSLIGNGQSPALPRPHSPLSAHAGNSPQDSPRNFSPSASAHFSFARRTDGRRWSLASLPSSGYGTNTPS.... Result: 0 (no interaction). (2) The miRNA is mmu-miR-664-3p with sequence UAUUCAUUUACUCCCCAGCCUA. The protein sequence of the target gene is MASPLTRFLSLNLLLLGESIILGSGEAKPQAPELRIFPKKMDAELGQKVDLVCEVLGSVSQGCSWLFQNSSSKLPQPTFVVYMASSHNKITWDEKLNSSKLFSAMRDTNNKYVLTLNKFSKENEGYYFCSVISNSVMYFSSVVPVLQKVNSTTTKPVLRTPSPVHPTGTSQPQRPEDCRPRGSVKGTGLDFACDIYIWAPLAGICVALLLSLIITLICYHRSRKRVCKCPRPLVRQEGKPRPSEKIV. Result: 0 (no interaction). (3) The miRNA is cel-miR-269 with sequence GGCAAGACUCUGGCAAAACU. The protein sequence of the target gene is MDPRCTMGLAILIFVTVLLISDAVSVETQAYFNGTAYLPCPFTKAQNISLSELVVFWQDQQKLVLYEHYLGTEKLDSVNAKYLGRTSFDRNNWTLRLHNVQIKDMGSYDCFIQKKPPTGSIILQQTLTELSVIANFSEPEIKLAQNVTGNSGINLTCTSKQGHPKPKKMYFLITNSTNEYGDNMQISQDNVTELFSISNSLSLSFPDGVWHMTVVCVLETESMKISSKPLNFTQEFPSPQTYWKEITASVTVALLLVMLLIIVCHKKPNQPSRPSNTASKLERDSNADRETINLKELEPQ.... Result: 0 (no interaction). (4) The miRNA is hsa-miR-6125 with sequence GCGGAAGGCGGAGCGGCGGA. The protein sequence of the target gene is MSGRSGKKKMSKLSRSARAGVIFPVGRLMRYLKKGTFKYRISVGAPVYMAAVIEYLAAEILELAGNAARDNKKARIAPRHILLAVANDEELNQLLKGVTIASGGVLPRIHPELLAKKRGTKGKSETILSPPPEKRGRKATSGKKGGKKSKAAKPRTSKKSKPKDSDKEGTSNSTSEDGPGDGFTILSSKSLVLGQKLSLTQSDISHIGSMRVEGIVHPTTAEIDLKEDIGKALEKAGGKEFLETVKELRKSQGPLEVAEAAVSQSSGLAAKFVIHCHIPQWGSDKCEEQLEETIKNCLSA.... Result: 0 (no interaction). (5) The miRNA is mmu-miR-486b-5p with sequence UCCUGUACUGAGCUGCCCCGAG. The protein sequence of the target gene is MGNGVKEGPVRLHEDAEAVLSSSVSSKRDHRQVLSSLLSGALAGALAKTAVAPLDRTKIIFQVSSKRFSAKEAFRVLYYTYLNEGFLSLWRGNSATMVRVVPYAAIQFSAHEEYKRILGSYYGFRGEALPPWPRLFAGALAGTTAASLTYPLDLVRARMAVTPKEMYSNIFHVFIRISREEGLKTLYHGFMPTVLGVIPYAGLSFFTYETLKSLHREYSGRRQPYPFERMIFGACAGLIGQSASYPLDVVRRRMQTAGVTGYPRASIARTLRTIVREEGAVRGLYKGLSMNWVKGPIAVG.... Result: 0 (no interaction). (6) The miRNA is mmu-miR-770-5p with sequence AGCACCACGUGUCUGGGCCACG. The protein sequence of the target gene is MALIRDRKSHHSEMSKCHNYDLKPAKWDTSQEQQKQRLALTTSQPGENGIIRGRYPIEKLKISPMFVVRVLAIALAIRFTLNTLMWLAIFKETFQPVLCNKEVPVSSREGYCGPCPNNWICHRNNCYQFFNEEKTWNQSQASCLSQNSSLLKIYSKEEQDFLKLVKSYHWMGLVQIPANGSWQWEDGSSLSYNQLTLVEIPKGSCAVYGSSFKAYTEDCANLNTYICMKRAV. Result: 0 (no interaction). (7) The miRNA is hsa-miR-7155-5p with sequence UCUGGGGUCUUGGGCCAUC. The protein sequence of the target gene is MSGIGNKRAAGEPGTSMPPEKKTAVEDSGTTVETIKLGGVSSTEELDIRTLQSKNRKLAEMLDQRQAIEDELREHIEKLERRQATDDASLLIVNRYWSQFDENIRIILKRYDLDQGLGDLLTERKALVVPEPEPDSDSNQERKDDRERGDGQEPAFSFLATLASSSSEEMESQLQERVESSRRAVSQIVTVYDKLQEKVDLLSRKLNSGDNLIVEEAVQELNSFLAQENVRLQELTDLLQEKHHTMSQEFCKLQGKVETAESRVSVLESMIDDLQWDIDKIRKREQRLNRHLAEVLERVN.... Result: 0 (no interaction).